From a dataset of Reaction yield outcomes from USPTO patents with 853,638 reactions. Predict the reaction yield, written as a fraction of the theoretical maximum amount of product (1.0 means a 100% yield; for example, 0.34 means a 34% yield). (1) The reactants are Br[C:2]1[CH:7]=[CH:6][CH:5]=[C:4](Br)[CH:3]=1.[CH3:9][O:10][C:11]1[CH:16]=[CH:15][C:14](B(O)O)=[CH:13][CH:12]=1.[CH3:20][CH2:21][CH2:22][CH2:23][CH2:24][CH3:25].[C:26](OCC)(=[O:28])C. No catalyst specified. The yield is 0.120. The product is [CH3:26][O:28][C:2]1[CH:7]=[CH:6][C:5]([C:22]2[CH:21]=[CH:20][CH:25]=[C:24]([C:14]3[CH:15]=[CH:16][C:11]([O:10][CH3:9])=[CH:12][CH:13]=3)[CH:23]=2)=[CH:4][CH:3]=1. (2) The reactants are C(Cl)(=O)C(Cl)=O.[CH3:7][C:8]([CH3:32])([CH3:31])[CH2:9][CH2:10][N:11]1[CH2:16][CH2:15][N:14]([C:17](=[O:30])[CH2:18][CH2:19][C:20]2[CH:28]=[CH:27][C:23]([C:24]([OH:26])=O)=[CH:22][C:21]=2[CH3:29])[CH2:13][CH2:12]1.CCN(C(C)C)C(C)C.[CH3:42][C:43]1[NH:52][C:51]2[C:50]3[CH:53]=[CH:54][CH:55]=[CH:56][C:49]=3[NH:48][CH2:47][CH2:46][C:45]=2[N:44]=1. The catalyst is ClCCl.CN(C=O)C. The product is [CH3:7][C:8]([CH3:32])([CH3:31])[CH2:9][CH2:10][N:11]1[CH2:16][CH2:15][N:14]([C:17](=[O:30])[CH2:18][CH2:19][C:20]2[CH:28]=[CH:27][C:23]([C:24]([N:48]3[CH2:47][CH2:46][C:45]4[N:44]=[C:43]([CH3:42])[NH:52][C:51]=4[C:50]4[CH:53]=[CH:54][CH:55]=[CH:56][C:49]3=4)=[O:26])=[CH:22][C:21]=2[CH3:29])[CH2:13][CH2:12]1. The yield is 0.280. (3) The product is [CH3:3][O:4][C:5]([C:6]1[C:7]([C:18]2[CH:19]=[C:20]([O:24][CH3:25])[C:21]([O:22][CH3:23])=[C:16]([O:15][CH3:14])[CH:17]=2)=[CH:8][CH:9]=[CH:10][CH:11]=1)=[O:13]. The reactants are N#N.[CH3:3][O:4][C:5](=[O:13])[C:6]1[CH:11]=[CH:10][CH:9]=[CH:8][C:7]=1Br.[CH3:14][O:15][C:16]1[CH:17]=[C:18](B(O)O)[CH:19]=[C:20]([O:24][CH3:25])[C:21]=1[O:22][CH3:23]. The catalyst is C1(C)C=CC=CC=1.O.C1C=CC([P]([Pd]([P](C2C=CC=CC=2)(C2C=CC=CC=2)C2C=CC=CC=2)([P](C2C=CC=CC=2)(C2C=CC=CC=2)C2C=CC=CC=2)[P](C2C=CC=CC=2)(C2C=CC=CC=2)C2C=CC=CC=2)(C2C=CC=CC=2)C2C=CC=CC=2)=CC=1. The yield is 0.990. (4) The reactants are [Li][CH2:2][CH2:3][CH2:4][CH3:5].[CH3:6][O:7][C:8]1[C:9](=O)[C:10](=[O:14])[C:11]=1[O:12]C.FC(F)(F)C(OC(=O)C(F)(F)F)=O.[NH4+].[Cl-]. The catalyst is CCCCCC.C1COCC1.CCOC(C)=O. The product is [CH2:2]([C:9]1[C:10](=[O:14])[C:11](=[O:12])[C:8]=1[O:7][CH3:6])[CH2:3][CH2:4][CH3:5]. The yield is 0.480.